From a dataset of Peptide-MHC class I binding affinity with 185,985 pairs from IEDB/IMGT. Regression. Given a peptide amino acid sequence and an MHC pseudo amino acid sequence, predict their binding affinity value. This is MHC class I binding data. The peptide sequence is WCSQTNYQY. The MHC is HLA-A24:02 with pseudo-sequence HLA-A24:02. The binding affinity (normalized) is 0.